Dataset: Catalyst prediction with 721,799 reactions and 888 catalyst types from USPTO. Task: Predict which catalyst facilitates the given reaction. (1) Reactant: [CH:1]([Si:4]([CH:39]([CH3:41])[CH3:40])([CH:36]([CH3:38])[CH3:37])[O:5][CH2:6][C@@H:7]([O:28][CH2:29][C:30]1[CH:35]=[CH:34][CH:33]=[CH:32][CH:31]=1)[C@@H:8]([O:20][CH2:21][C:22]1[CH:27]=[CH:26][CH:25]=[CH:24][CH:23]=1)[C@@H:9]([O:12][CH2:13][C:14]1[CH:19]=[CH:18][CH:17]=[CH:16][CH:15]=1)[CH:10]=[CH2:11])([CH3:3])[CH3:2].CC(C)=O.[OH2:46].C(O)(C)(C)C.C[N+]1([O-])CCOCC1.[Cl-].[Na+].[OH2:62]. Product: [CH2:13]([O:12][C@H:9]([C@H:8]([O:20][CH2:21][C:22]1[CH:23]=[CH:24][CH:25]=[CH:26][CH:27]=1)[C@H:7]([O:28][CH2:29][C:30]1[CH:31]=[CH:32][CH:33]=[CH:34][CH:35]=1)[CH2:6][O:5][Si:4]([CH:36]([CH3:38])[CH3:37])([CH:1]([CH3:2])[CH3:3])[CH:39]([CH3:41])[CH3:40])[CH:10]([OH:62])[CH2:11][OH:46])[C:14]1[CH:15]=[CH:16][CH:17]=[CH:18][CH:19]=1. The catalyst class is: 771. (2) Reactant: Cl.[CH:2]([C:4]1[CH:9]=[CH:8][C:7]([C:10]2[CH:15]=[CH:14][N:13]=[C:12]([NH:16]C(=O)OC(C)(C)C)[CH:11]=2)=[CH:6][CH:5]=1)=[O:3]. Product: [NH2:16][C:12]1[CH:11]=[C:10]([C:7]2[CH:8]=[CH:9][C:4]([CH:2]=[O:3])=[CH:5][CH:6]=2)[CH:15]=[CH:14][N:13]=1. The catalyst class is: 25. (3) Reactant: [F:1][C:2]1[CH:3]=[C:4]([C:8]2[S:9][C:10]([NH:13][C:14](=[O:20])[O:15][C:16]([CH3:19])([CH3:18])[CH3:17])=[CH:11][N:12]=2)[CH:5]=[N:6][CH:7]=1.[I:21]N1C(=O)CCC1=O. Product: [F:1][C:2]1[CH:3]=[C:4]([C:8]2[S:9][C:10]([NH:13][C:14](=[O:20])[O:15][C:16]([CH3:17])([CH3:19])[CH3:18])=[C:11]([I:21])[N:12]=2)[CH:5]=[N:6][CH:7]=1. The catalyst class is: 647. (4) Reactant: [N:1]1([C:6]2[CH:11]=[CH:10][C:9]([NH2:12])=[CH:8][CH:7]=2)[CH2:5][CH2:4][CH2:3][CH2:2]1.[Cl:13][C:14]([O:16][C:17]1[CH:22]=[CH:21][C:20]([N+:23]([O-:25])=[O:24])=[CH:19][CH:18]=1)=[O:15]. Product: [ClH:13].[N+:23]([C:20]1[CH:19]=[CH:18][C:17]([O:16][C:14](=[O:15])[NH:12][C:9]2[CH:10]=[CH:11][C:6]([N:1]3[CH2:2][CH2:3][CH2:4][CH2:5]3)=[CH:7][CH:8]=2)=[CH:22][CH:21]=1)([O-:25])=[O:24]. The catalyst class is: 1. (5) Reactant: [CH3:1][C@@H:2]1[N:7]([CH2:8][C:9]2[C:14]([F:15])=[CH:13][C:12]([NH:16][C:17]3[N:22]=[C:21]([C:23]4[N:27]([CH:28]5[CH2:33][CH2:32][O:31][CH2:30][CH2:29]5)[C:26]([CH3:34])=[N:25][CH:24]=4)[C:20]([F:35])=[CH:19][N:18]=3)=[C:11]([F:36])[CH:10]=2)[C@@H:6]([CH3:37])[CH2:5][O:4][CH2:3]1.[ClH:38]. Product: [ClH:38].[CH3:1][C@@H:2]1[N:7]([CH2:8][C:9]2[C:14]([F:15])=[CH:13][C:12]([NH:16][C:17]3[N:22]=[C:21]([C:23]4[N:27]([CH:28]5[CH2:33][CH2:32][O:31][CH2:30][CH2:29]5)[C:26]([CH3:34])=[N:25][CH:24]=4)[C:20]([F:35])=[CH:19][N:18]=3)=[C:11]([F:36])[CH:10]=2)[C@@H:6]([CH3:37])[CH2:5][O:4][CH2:3]1. The catalyst class is: 4. (6) Reactant: [Cl:1][C:2]1[CH:7]=[CH:6][CH:5]=[C:4]([Cl:8])[C:3]=1[S:9]([N:12]([CH2:14][C:15]1[O:19][CH:18]=[C:17]([C:20](O)=[O:21])[CH:16]=1)[CH3:13])(=[O:11])=[O:10].C1N=CN(C(N2C=NC=C2)=O)C=1.[NH:35]1[CH2:39][CH2:38][N:37]=[C:36]1[C:40]1[CH:45]=[CH:44][C:43]([CH2:46][NH:47][CH3:48])=[CH:42][CH:41]=1.Cl.CCN(C(C)C)C(C)C. Product: [Cl:8][C:4]1[CH:5]=[CH:6][CH:7]=[C:2]([Cl:1])[C:3]=1[S:9]([N:12]([CH2:14][C:15]1[O:19][CH:18]=[C:17]([C:20]([N:47]([CH2:46][C:43]2[CH:44]=[CH:45][C:40]([C:36]3[NH:37][CH2:38][CH2:39][N:35]=3)=[CH:41][CH:42]=2)[CH3:48])=[O:21])[CH:16]=1)[CH3:13])(=[O:10])=[O:11]. The catalyst class is: 3. (7) Reactant: [SH:1][C:2]1[N:3]([CH3:7])[CH:4]=[CH:5][N:6]=1.Cl[CH2:9][CH2:10][N:11]1[CH2:16][CH2:15][N:14]([C:17]2[CH:22]=[CH:21][CH:20]=[C:19]([C:23]([F:26])([F:25])[F:24])[CH:18]=2)[CH2:13][CH2:12]1.C([O-])([O-])=O.[K+].[K+].O. Product: [CH3:7][N:3]1[CH:4]=[CH:5][N:6]=[C:2]1[S:1][CH2:9][CH2:10][N:11]1[CH2:12][CH2:13][N:14]([C:17]2[CH:22]=[CH:21][CH:20]=[C:19]([C:23]([F:26])([F:24])[F:25])[CH:18]=2)[CH2:15][CH2:16]1. The catalyst class is: 115. (8) Reactant: [NH:1]1[C:9]2[CH2:8][CH2:7][NH:6][CH2:5][C:4]=2[CH:3]=[N:2]1.C([O-])([O-])=O.[Cs+].[Cs+].Br[CH2:17][C:18]([O:20][CH2:21][C:22]1[CH:27]=[CH:26][CH:25]=[CH:24][CH:23]=1)=[O:19]. Product: [CH2:21]([O:20][C:18](=[O:19])[CH2:17][N:6]1[CH2:7][CH2:8][C:9]2[NH:1][N:2]=[CH:3][C:4]=2[CH2:5]1)[C:22]1[CH:27]=[CH:26][CH:25]=[CH:24][CH:23]=1. The catalyst class is: 23.